Predict hERG channel inhibition at various concentrations. From a dataset of hERG Central: cardiac toxicity at 1µM, 10µM, and general inhibition. (1) The molecule is CCN1CCN(c2nc(-c3cccs3)nc3ccccc23)CC1. Results: hERG_inhib (hERG inhibition (general)): blocker. (2) The molecule is O=C(Cn1nc(-c2ccc(Cl)cc2)ccc1=O)NCCCN1CCN(Cc2ccccc2)CC1. Results: hERG_inhib (hERG inhibition (general)): blocker. (3) The molecule is CC(C(=O)N1CCCc2c1c(=O)oc1ccc(O)cc21)N1CCc2ccccc2C1. Results: hERG_inhib (hERG inhibition (general)): blocker.